From a dataset of Full USPTO retrosynthesis dataset with 1.9M reactions from patents (1976-2016). Predict the reactants needed to synthesize the given product. (1) Given the product [CH3:1][O:2][CH2:3][CH2:4][O:5][C:6]1[CH:7]=[CH:8][C:9]([CH:12]=[O:13])=[CH:10][N:11]=1, predict the reactants needed to synthesize it. The reactants are: [CH3:1][O:2][CH2:3][CH2:4][O:5][C:6]1[N:11]=[CH:10][C:9]([CH2:12][OH:13])=[CH:8][CH:7]=1. (2) Given the product [OH:44][CH2:43][CH:42]([N:31]1[CH2:32][CH2:33][CH:28]([N:3]([CH2:1][CH3:2])[C:4]2[C:19]3[CH2:18][CH:17]=[CH:16][CH2:15][CH2:14][C:13]4[CH:20]=[C:21]([CH3:26])[NH:22][C:23](=[O:24])[C:12]=4[CH2:11][NH:10][C:9](=[O:27])[C:8]=3[CH:7]=[CH:6][CH:5]=2)[CH2:29][CH2:30]1)[CH2:47][OH:48], predict the reactants needed to synthesize it. The reactants are: [CH2:1]([N:3]([CH:28]1[CH2:33][CH2:32][NH:31][CH2:30][CH2:29]1)[C:4]1[C:19]2[CH2:18][CH:17]=[CH:16][CH2:15][CH2:14][C:13]3[CH:20]=[C:21]([CH3:26])[N:22]=[C:23]([O:24]C)[C:12]=3[CH2:11][NH:10][C:9](=[O:27])[C:8]=2[CH:7]=[CH:6][CH:5]=1)[CH3:2].CCN(CC)CC.Br[CH:42]([C:47](OC)=[O:48])[C:43](OC)=[O:44].[H-].[H-].[H-].[H-].[Li+].[Al+3].Cl. (3) The reactants are: [H-].[Na+].[CH:3]1([S:6]([NH2:9])(=[O:8])=[O:7])[CH2:5][CH2:4]1.[CH3:10][C:11]1([CH3:35])[C:20]2[C:15](=[CH:16][CH:17]=[C:18]([C:21](O)=[O:22])[CH:19]=2)[NH:14][CH:13]([C:24]2[CH:29]=[CH:28][CH:27]=[C:26]([N:30]3[CH2:34][CH2:33][CH2:32][CH2:31]3)[CH:25]=2)[CH2:12]1.C(N1C=CN=C1)(N1C=CN=C1)=O. Given the product [CH3:10][C:11]1([CH3:35])[C:20]2[C:15](=[CH:16][CH:17]=[C:18]([C:21]([NH:9][S:6]([CH:3]3[CH2:5][CH2:4]3)(=[O:8])=[O:7])=[O:22])[CH:19]=2)[NH:14][CH:13]([C:24]2[CH:29]=[CH:28][CH:27]=[C:26]([N:30]3[CH2:34][CH2:33][CH2:32][CH2:31]3)[CH:25]=2)[CH2:12]1, predict the reactants needed to synthesize it. (4) Given the product [CH3:20][C:18]1[CH2:17][C:16](=[O:21])[C:8]2[C:6](=[CH:5][CH:4]=[C:3]([C:2]([F:10])([F:11])[F:1])[CH:9]=2)[N:7]=1, predict the reactants needed to synthesize it. The reactants are: [F:1][C:2]([F:11])([F:10])[C:3]1[CH:9]=[CH:8][C:6]([NH2:7])=[CH:5][CH:4]=1.C(O)(=O)C.[C:16](OCC)(=[O:21])[CH2:17][C:18]([CH3:20])=O. (5) The reactants are: [C:1]([O:4][C:5]1([CH2:8][CH:9]([O:12]C)[O:10]C)[CH2:7][CH2:6]1)(=[O:3])[CH3:2].OOS([O-])=O.[K+]. Given the product [C:1]([O:4][C:5]1([CH2:8][C:9]([OH:12])=[O:10])[CH2:7][CH2:6]1)(=[O:3])[CH3:2], predict the reactants needed to synthesize it. (6) Given the product [C:23]([O:22][C:5]1[CH:4]=[CH:3][C:2]([Cl:1])=[CH:21][C:6]=1[C:7]([NH:9][C:10]1[CH:15]=[C:14]([C:16]([F:17])([F:19])[F:18])[CH:13]=[CH:12][C:11]=1[Cl:20])=[O:8])(=[O:25])[CH3:24], predict the reactants needed to synthesize it. The reactants are: [Cl:1][C:2]1[CH:3]=[CH:4][C:5]([OH:22])=[C:6]([CH:21]=1)[C:7]([NH:9][C:10]1[CH:15]=[C:14]([C:16]([F:19])([F:18])[F:17])[CH:13]=[CH:12][C:11]=1[Cl:20])=[O:8].[C:23](Cl)(=[O:25])[CH3:24]. (7) Given the product [C:11]([CH2:10][C:3]1[CH:4]=[CH:5][CH:6]=[C:7]([O:8][CH3:9])[C:2]=1[O:1][CH2:18][CH:19]1[CH2:24][CH2:23][N:22]([C:25]([O:27][C:28]([CH3:29])([CH3:31])[CH3:30])=[O:26])[CH2:21][CH2:20]1)#[N:12], predict the reactants needed to synthesize it. The reactants are: [OH:1][C:2]1[C:7]([O:8][CH3:9])=[CH:6][CH:5]=[CH:4][C:3]=1[CH2:10][C:11]#[N:12].CS(O[CH2:18][CH:19]1[CH2:24][CH2:23][N:22]([C:25]([O:27][C:28]([CH3:31])([CH3:30])[CH3:29])=[O:26])[CH2:21][CH2:20]1)(=O)=O.C(=O)([O-])[O-].[Cs+].[Cs+].O. (8) Given the product [OH:7][CH:6]1[O:8][C@H:9]([CH2:14][OH:15])[C@@H:10]([OH:13])[C@H:11]([OH:12])[C@H:5]1[NH2:4], predict the reactants needed to synthesize it. The reactants are: C([NH:4][C@@H:5]1[C@@H:11]([OH:12])[C@H:10]([OH:13])[C@@H:9]([CH2:14][OH:15])[O:8][CH:6]1[OH:7])(=O)C. (9) Given the product [I:20][C:19]1[CH:18]=[CH:17][N:16]=[C:15]2[N:11]([C:9]3[CH:8]=[CH:7][C:3]([C:4]([NH2:6])=[O:5])=[C:2]([CH:41]([CH3:43])[CH3:42])[CH:10]=3)[N:12]=[C:13]([C:21]([F:23])([F:24])[F:22])[C:14]=12, predict the reactants needed to synthesize it. The reactants are: N[C:2]1[CH:10]=[C:9]([N:11]2[C:15]3=[N:16][CH:17]=[CH:18][C:19]([I:20])=[C:14]3[C:13]([C:21]([F:24])([F:23])[F:22])=[N:12]2)[CH:8]=[CH:7][C:3]=1[C:4]([NH2:6])=[O:5].C(O[BH-](OC(=O)C)OC(=O)C)(=O)C.[Na+].CO[C:41]([CH3:43])=[CH2:42].O.C(=O)(O)[O-].[Na+]. (10) The reactants are: C([O:4][CH2:5][C:6]1[C:11]([CH3:12])=[C:10]([O:13][CH3:14])[CH:9]=[CH:8][N:7]=1)(=O)C.[OH-].[Na+]. Given the product [OH:4][CH2:5][C:6]1[C:11]([CH3:12])=[C:10]([O:13][CH3:14])[CH:9]=[CH:8][N:7]=1, predict the reactants needed to synthesize it.